Dataset: Catalyst prediction with 721,799 reactions and 888 catalyst types from USPTO. Task: Predict which catalyst facilitates the given reaction. (1) Reactant: [Cl:1][C:2]1[CH:26]=[CH:25][C:5]2[NH:6][C:7]3[CH:24]=[CH:23][CH:22]=[CH:21][C:8]=3[N:9]=[C:10]([N:11]3[CH2:16][CH2:15][NH:14][C@@H:13]([CH2:17][CH2:18][O:19][CH3:20])[CH2:12]3)[C:4]=2[CH:3]=1.C=O.[C:29](O[BH-](OC(=O)C)OC(=O)C)(=O)C.[Na+].C(=O)(O)[O-].[Na+]. Product: [ClH:1].[ClH:1].[Cl:1][C:2]1[CH:26]=[CH:25][C:5]2[NH:6][C:7]3[CH:24]=[CH:23][CH:22]=[CH:21][C:8]=3[N:9]=[C:10]([N:11]3[CH2:16][CH2:15][N:14]([CH3:29])[C@@H:13]([CH2:17][CH2:18][O:19][CH3:20])[CH2:12]3)[C:4]=2[CH:3]=1. The catalyst class is: 26. (2) Reactant: C([NH:8][C@@H:9]1[C@H:13]2[O:14][CH2:15][C@@H:16]([O:17][S:18]([C:21]3[CH:26]=[CH:25][C:24]([CH3:27])=[CH:23][CH:22]=3)(=[O:20])=[O:19])[C@H:12]2[O:11][CH2:10]1)C1C=CC=CC=1. Product: [NH2:8][C@@H:9]1[C@H:13]2[O:14][CH2:15][C@@H:16]([O:17][S:18]([C:21]3[CH:26]=[CH:25][C:24]([CH3:27])=[CH:23][CH:22]=3)(=[O:20])=[O:19])[C@H:12]2[O:11][CH2:10]1. The catalyst class is: 78. (3) Product: [Cl:30][C:29]1[CH:28]=[CH:27][S:26][C:25]=1[C:23]1[CH2:22][C:21](=[O:31])[NH:20][C:9]2[CH:10]=[C:11]([C:14]3[CH:19]=[CH:18][CH:17]=[CH:16][N:15]=3)[CH:12]=[CH:13][C:8]=2[N:7]=1. The catalyst class is: 2. Reactant: C(OC(=O)[NH:7][C:8]1[CH:13]=[CH:12][C:11]([C:14]2[CH:19]=[CH:18][CH:17]=[CH:16][N:15]=2)=[CH:10][C:9]=1[NH:20][C:21](=[O:31])[CH2:22][C:23]([C:25]1[S:26][CH:27]=[CH:28][C:29]=1[Cl:30])=O)(C)(C)C.C(O)(C(F)(F)F)=O. (4) Reactant: [CH3:1][CH:2]([O:4][CH2:5][CH2:6][CH2:7][NH:8][CH2:9][C:10]1[S:14][C:13](B(O)O)=[CH:12][CH:11]=1)[CH3:3].Br[C:19]1[CH:20]=[C:21]2[C:25](=[C:26]([C:28]([NH2:30])=[O:29])[CH:27]=1)[NH:24][CH:23]=[C:22]2[CH:31]1[CH2:36][CH2:35][N:34]([S:37]([CH2:40][CH3:41])(=[O:39])=[O:38])[CH2:33][CH2:32]1.C([O-])([O-])=O.[K+].[K+]. Product: [CH2:40]([S:37]([N:34]1[CH2:33][CH2:32][CH:31]([C:22]2[C:21]3[C:25](=[C:26]([C:28]([NH2:30])=[O:29])[CH:27]=[C:19]([C:13]4[S:14][C:10]([CH2:9][NH:8][CH2:7][CH2:6][CH2:5][O:4][CH:2]([CH3:3])[CH3:1])=[CH:11][CH:12]=4)[CH:20]=3)[NH:24][CH:23]=2)[CH2:36][CH2:35]1)(=[O:39])=[O:38])[CH3:41]. The catalyst class is: 73. (5) Reactant: [CH3:1][C:2]([N:10]1[CH2:15][CH2:14][C:13]([NH:22][C:23]2[CH:28]=[CH:27][CH:26]=[CH:25][CH:24]=2)([C:16]2[S:17][CH:18]=[C:19]([CH3:21])[N:20]=2)[CH2:12][CH2:11]1)([C:4]1[CH:9]=[CH:8][CH:7]=[CH:6][CH:5]=1)[CH3:3].[C:29](Cl)(=[O:31])[CH3:30]. Product: [CH3:3][C:2]([N:10]1[CH2:15][CH2:14][C:13]([N:22]([C:23]2[CH:24]=[CH:25][CH:26]=[CH:27][CH:28]=2)[C:29](=[O:31])[CH3:30])([C:16]2[S:17][CH:18]=[C:19]([CH3:21])[N:20]=2)[CH2:12][CH2:11]1)([C:4]1[CH:5]=[CH:6][CH:7]=[CH:8][CH:9]=1)[CH3:1]. The catalyst class is: 22. (6) Reactant: [C:1]1([C:7]2[NH:8][CH:9]=[CH:10][CH:11]=2)[CH:6]=[CH:5][CH:4]=[CH:3][CH:2]=1.CC[Mg+].[Br-].[C:16]1([C:22](=[O:30])SC2C=CC=CN=2)[CH:21]=[CH:20][CH:19]=[CH:18][CH:17]=1. Product: [C:16]1([C:22]([C:9]2[NH:8][C:7]([C:1]3[CH:2]=[CH:3][CH:4]=[CH:5][CH:6]=3)=[CH:11][CH:10]=2)=[O:30])[CH:21]=[CH:20][CH:19]=[CH:18][CH:17]=1. The catalyst class is: 1. (7) Reactant: BrC1C=C(C=CC=1)[C:5]([NH:7][CH:8]([C:10]1[N:15]=[N:14][C:13]([NH:16][C:17]2[CH:22]=[C:21]([O:23][CH3:24])[C:20]([O:25][CH3:26])=[C:19]([O:27][CH3:28])[CH:18]=2)=[N:12][CH:11]=1)[CH3:9])=[O:6].NC(C1N=NC(NC2C=C(OC)C(OC)=C(OC)C=2)=NC=1)C.[NH:54]1[C:62]2[C:57](=[CH:58][CH:59]=[CH:60][CH:61]=2)[CH:56]=[C:55]1C(O)=O.C(N(C(C)C)CC)(C)C.F[P-](F)(F)(F)(F)F.N1(OC(N(C)C)=[N+](C)C)C2N=CC=CC=2N=N1. Product: [CH3:24][O:23][C:21]1[CH:22]=[C:17]([NH:16][C:13]2[N:14]=[N:15][C:10]([CH:8]([NH:7][C:5]([C:55]3[NH:54][C:62]4[C:57]([CH:56]=3)=[CH:58][CH:59]=[CH:60][CH:61]=4)=[O:6])[CH3:9])=[CH:11][N:12]=2)[CH:18]=[C:19]([O:27][CH3:28])[C:20]=1[O:25][CH3:26]. The catalyst class is: 9. (8) Reactant: Br[CH2:2][CH2:3][N:4]1[C:8]([CH2:9]Cl)=[CH:7][C:6]([N+:11]([O-:13])=[O:12])=[N:5]1.[CH3:14][O:15][CH2:16][CH:17]([NH2:19])[CH3:18].CS(C)=O. Product: [CH3:14][O:15][CH2:16][CH:17]([N:19]1[CH2:2][CH2:3][N:4]2[N:5]=[C:6]([N+:11]([O-:13])=[O:12])[CH:7]=[C:8]2[CH2:9]1)[CH3:18]. The catalyst class is: 6. (9) Reactant: [Br:1][C:2]1[S:6][C:5]([NH2:7])=[N:4][C:3]=1[CH3:8].[C:9]([O:13][C:14](O[C:14]([O:13][C:9]([CH3:12])([CH3:11])[CH3:10])=[O:15])=[O:15])([CH3:12])([CH3:11])[CH3:10]. Product: [C:9]([O:13][C:14](=[O:15])[NH:7][C:5]1[S:6][C:2]([Br:1])=[C:3]([CH3:8])[N:4]=1)([CH3:12])([CH3:11])[CH3:10]. The catalyst class is: 112.